This data is from Forward reaction prediction with 1.9M reactions from USPTO patents (1976-2016). The task is: Predict the product of the given reaction. (1) Given the reactants [OH:1][C:2]1[CH:9]=[CH:8][C:7]([OH:10])=[CH:6][C:3]=1[CH:4]=[O:5].C([O-])([O-])=O.[K+].[K+].I[CH2:18][CH2:19][C:20]([CH3:23])([CH3:22])[CH3:21], predict the reaction product. The product is: [CH3:21][C:20]([CH3:23])([CH3:22])[CH2:19][CH2:18][O:10][C:7]1[CH:8]=[CH:9][C:2]([OH:1])=[C:3]([CH:6]=1)[CH:4]=[O:5]. (2) Given the reactants [CH2:1]([O:8][CH2:9][CH2:10][O:11][C:12]([N:14]1[CH2:20][C@H:19]([NH:21]C(OC(C)(C)C)=O)[C:18](=[O:29])[N:17]([CH2:30][CH2:31][O:32][CH2:33][C:34]2[CH:39]=[CH:38][CH:37]=[CH:36][CH:35]=2)[C:16]2[CH:40]=[CH:41][CH:42]=[CH:43][C:15]1=2)=[O:13])[C:2]1[CH:7]=[CH:6][CH:5]=[CH:4][CH:3]=1.[ClH:44], predict the reaction product. The product is: [ClH:44].[CH2:1]([O:8][CH2:9][CH2:10][O:11][C:12]([N:14]1[CH2:20][C@H:19]([NH2:21])[C:18](=[O:29])[N:17]([CH2:30][CH2:31][O:32][CH2:33][C:34]2[CH:39]=[CH:38][CH:37]=[CH:36][CH:35]=2)[C:16]2[CH:40]=[CH:41][CH:42]=[CH:43][C:15]1=2)=[O:13])[C:2]1[CH:7]=[CH:6][CH:5]=[CH:4][CH:3]=1. (3) Given the reactants [Si:1]([O:8][CH2:9][C:10]1([CH3:30])[S:16][CH2:15][CH2:14][N:13]2[C:17]([C:20]3([C:23]4[CH:28]=[CH:27][C:26](Cl)=[CH:25][CH:24]=4)[CH2:22][CH2:21]3)=[N:18][N:19]=[C:12]2[CH2:11]1)([C:4]([CH3:7])([CH3:6])[CH3:5])([CH3:3])[CH3:2].[C:31]1(B(O)O)[CH:36]=[CH:35][CH:34]=[CH:33][CH:32]=1.C1(P(C2CCCCC2)C2CCCCC2)CCCCC1.P([O-])([O-])([O-])=O.[K+].[K+].[K+].C(=O)([O-])O.[Na+], predict the reaction product. The product is: [C:26]1([C:31]2[CH:36]=[CH:35][CH:34]=[CH:33][CH:32]=2)[CH:27]=[CH:28][C:23]([C:20]2([C:17]3[N:13]4[CH2:14][CH2:15][S:16][C:10]([CH2:9][O:8][Si:1]([C:4]([CH3:7])([CH3:6])[CH3:5])([CH3:3])[CH3:2])([CH3:30])[CH2:11][C:12]4=[N:19][N:18]=3)[CH2:22][CH2:21]2)=[CH:24][CH:25]=1. (4) Given the reactants [CH3:1][CH:2]1[CH2:4][CH:3]1[CH2:5][OH:6].[N+:7]([C:10]1[CH:17]=[CH:16][CH:15]=[C:14]([N+]([O-])=O)[C:11]=1[C:12]#[N:13])([O-:9])=[O:8], predict the reaction product. The product is: [CH3:1][CH:2]1[CH2:4][CH:3]1[CH2:5][O:6][C:14]1[CH:15]=[CH:16][CH:17]=[C:10]([N+:7]([O-:9])=[O:8])[C:11]=1[C:12]#[N:13]. (5) Given the reactants [N+](C1C=C[C:7]([C:8](Cl)=[O:9])=CC=1)([O-])=O.C(N)C(C)C.[CH2:18]([NH:22][C:23](=[O:33])[C:24]1[CH:29]=[CH:28][C:27]([N+:30]([O-])=O)=[CH:26][CH:25]=1)[CH:19]([CH3:21])[CH3:20], predict the reaction product. The product is: [CH2:18]([NH:22][C:23](=[O:33])[C:24]1[CH:29]=[CH:28][C:27]([NH:30][C:8](=[O:9])[CH3:7])=[CH:26][CH:25]=1)[CH:19]([CH3:21])[CH3:20].